Task: Predict the reaction yield, written as a fraction of the theoretical maximum amount of product (1.0 means a 100% yield; for example, 0.34 means a 34% yield).. Dataset: Reaction yield outcomes from USPTO patents with 853,638 reactions (1) The product is [F:21][C:22]([F:26])([F:25])[CH2:23][NH:24][S:17]([C:15]1[CH:14]=[CH:13][C:11]2[N:12]=[C:8]([C:3]3[C:4]([CH3:7])=[N:5][NH:6][C:2]=3[NH2:1])[S:9][C:10]=2[CH:16]=1)(=[O:19])=[O:18]. The catalyst is CO. The yield is 0.0900. The reactants are [NH2:1][C:2]1[NH:6][N:5]=[C:4]([CH3:7])[C:3]=1[C:8]1[S:9][C:10]2[CH:16]=[C:15]([S:17](Cl)(=[O:19])=[O:18])[CH:14]=[CH:13][C:11]=2[N:12]=1.[F:21][C:22]([F:26])([F:25])[CH2:23][NH2:24].CN1CCOCC1. (2) The reactants are Br[C:2]1[CH:3]=[N:4][CH:5]=[CH:6][CH:7]=1.C([Mg]Cl)(C)C.C([O:17][B:18]([CH:24]=[CH2:25])OCCCC)CCC.Cl. The catalyst is C1COCC1.O. The product is [N:4]1[CH:5]=[CH:6][CH:7]=[CH:2][C:3]=1[CH:25]=[CH:24][BH:18][OH:17]. The yield is 0.780. (3) The product is [C:37]1([CH3:61])[CH:42]=[CH:41][C:40]([S:43]([CH2:46][CH2:47][O:48][C:49](=[O:60])[C:50]2[CH:55]=[CH:54][CH:53]=[C:52]([S:56]([N:21]3[C:20]4[CH:22]=[CH:23][CH:24]=[CH:25][C:19]=4[N:18]=[C:17]3[S:15]([CH2:14][C:10]3[C:9]([CH3:26])=[C:8]([O:7][CH2:6][CH2:5][CH2:4][O:3][CH3:2])[CH:13]=[CH:12][N:11]=3)=[O:16])(=[O:58])=[O:57])[CH:51]=2)(=[O:45])=[O:44])=[CH:39][CH:38]=1. The yield is 0.760. The reactants are [Na].[CH3:2][O:3][CH2:4][CH2:5][CH2:6][O:7][C:8]1[CH:13]=[CH:12][N:11]=[C:10]([CH2:14][S:15]([C:17]2[NH:21][C:20]3[CH:22]=[CH:23][CH:24]=[CH:25][C:19]=3[N:18]=2)=[O:16])[C:9]=1[CH3:26].C([O-])(O)=O.[Na+].S(Cl)(Cl)(=O)=O.[C:37]1([CH3:61])[CH:42]=[CH:41][C:40]([S:43]([CH2:46][CH2:47][O:48][C:49](=[O:60])[C:50]2[CH:55]=[CH:54][CH:53]=[C:52]([S:56](Cl)(=[O:58])=[O:57])[CH:51]=2)(=[O:45])=[O:44])=[CH:39][CH:38]=1. The catalyst is C(Cl)Cl.O.CCN(CC)CC.